Dataset: Full USPTO retrosynthesis dataset with 1.9M reactions from patents (1976-2016). Task: Predict the reactants needed to synthesize the given product. (1) Given the product [C:34]([C:38]1[CH:43]=[CH:42][C:41]([S:44]([NH:1][C:2]2[CH:3]=[C:4]3[C:8](=[CH:9][CH:10]=2)[N:7]([CH2:11][C:12]2[CH:33]=[CH:32][C:15]([C:16]([NH:18][C@H:19]([C:27]([OH:29])=[O:28])[CH2:20][C:21]4[CH:22]=[CH:23][CH:24]=[CH:25][CH:26]=4)=[O:17])=[CH:14][CH:13]=2)[CH:6]=[CH:5]3)(=[O:46])=[O:45])=[CH:40][CH:39]=1)([CH3:37])([CH3:35])[CH3:36], predict the reactants needed to synthesize it. The reactants are: [NH2:1][C:2]1[CH:3]=[C:4]2[C:8](=[CH:9][CH:10]=1)[N:7]([CH2:11][C:12]1[CH:33]=[CH:32][C:15]([C:16]([NH:18][C@H:19]([C:27]([O:29]CC)=[O:28])[CH2:20][C:21]3[CH:26]=[CH:25][CH:24]=[CH:23][CH:22]=3)=[O:17])=[CH:14][CH:13]=1)[CH:6]=[CH:5]2.[C:34]([C:38]1[CH:43]=[CH:42][C:41]([S:44](Cl)(=[O:46])=[O:45])=[CH:40][CH:39]=1)([CH3:37])([CH3:36])[CH3:35]. (2) Given the product [NH2:9][C:8]1[C:7]2[C:10]([Br:16])=[C:11]([O:14][CH3:15])[CH:12]=[CH:13][C:6]=2[O:5][C:4]=1[C:1](=[O:3])[CH:2]=[CH:17][C:19]1[N:20]=[C:21]([NH:24][C:25](=[O:29])[CH:26]([CH3:27])[CH3:28])[S:22][CH:23]=1, predict the reactants needed to synthesize it. The reactants are: [C:1]([C:4]1[O:5][C:6]2[CH:13]=[CH:12][C:11]([O:14][CH3:15])=[C:10]([Br:16])[C:7]=2[C:8]=1[NH2:9])(=[O:3])[CH3:2].[CH:17]([C:19]1[N:20]=[C:21]([NH:24][C:25](=[O:29])[CH:26]([CH3:28])[CH3:27])[S:22][CH:23]=1)=O.[OH-].[Na+].O. (3) Given the product [Cl:26][CH:27]([Cl:32])[C:28]1[N:12]=[C:3]2[C:4]3[CH:5]=[CH:6][CH:7]=[N:8][C:9]=3[CH:10]=[CH:11][N:2]2[N:1]=1, predict the reactants needed to synthesize it. The reactants are: [NH2:1][N:2]1[CH:11]=[CH:10][C:9]2[N:8]=[CH:7][CH:6]=[CH:5][C:4]=2[C:3]1=[NH2+:12].CC1C=C(C)C=C(C)C=1S([O-])(=O)=O.[Cl:26][CH:27]([Cl:32])[C:28](OC)=O.C([O-])([O-])=O.[K+].[K+].